This data is from Peptide-MHC class I binding affinity with 185,985 pairs from IEDB/IMGT. The task is: Regression. Given a peptide amino acid sequence and an MHC pseudo amino acid sequence, predict their binding affinity value. This is MHC class I binding data. The peptide sequence is VIYQYMDDL. The MHC is HLA-A23:01 with pseudo-sequence HLA-A23:01. The binding affinity (normalized) is 0.